This data is from Reaction yield outcomes from USPTO patents with 853,638 reactions. The task is: Predict the reaction yield, written as a fraction of the theoretical maximum amount of product (1.0 means a 100% yield; for example, 0.34 means a 34% yield). (1) The reactants are Br[C:2]1[N:6]2[CH:7]=[CH:8][C:9]([CH2:11][F:12])=[N:10][C:5]2=[N:4][CH:3]=1.[F:13][C:14]1[CH:19]=[CH:18][C:17](B2OC(C)(C)C(C)(C)O2)=[CH:16][C:15]=1[C:29]1[C:30]([C:35]#[N:36])=[CH:31][CH:32]=[CH:33][CH:34]=1. No catalyst specified. The product is [F:13][C:14]1[CH:19]=[CH:18][C:17]([C:2]2[N:6]3[CH:7]=[CH:8][C:9]([CH2:11][F:12])=[N:10][C:5]3=[N:4][CH:3]=2)=[CH:16][C:15]=1[C:29]1[C:30]([C:35]#[N:36])=[CH:31][CH:32]=[CH:33][CH:34]=1. The yield is 0.670. (2) The reactants are [Cl:1][C:2]1[N:7]=[C:6]([CH2:8][OH:9])[CH:5]=[C:4]([N:10]2[CH2:14][CH2:13][CH2:12][CH2:11]2)[N:3]=1.[O:15]1[CH:20]=[CH:19][CH2:18][CH2:17][CH2:16]1.O.C1(C)C=CC(S(O)(=O)=O)=CC=1.C(=O)(O)[O-].[Na+]. The catalyst is ClCCl. The product is [Cl:1][C:2]1[N:3]=[C:4]([N:10]2[CH2:14][CH2:13][CH2:12][CH2:11]2)[CH:5]=[C:6]([CH2:8][O:9][CH:16]2[CH2:17][CH2:18][CH2:19][CH2:20][O:15]2)[N:7]=1. The yield is 0.960. (3) The reactants are [Br:1][C:2]1[CH:7]=[C:6]([C:8]([F:17])([C:13]([F:16])([F:15])[F:14])[C:9]([Br:12])([F:11])[F:10])[CH:5]=[C:4]([O:18][CH:19]([F:21])[F:20])[C:3]=1[NH:22][C:23]([C:25]1[CH:26]=[C:27]2[C:32](=[CH:33][CH:34]=1)[N:31]=[CH:30][CH:29]=[CH:28]2)=[O:24].ClC1C=CC=C(C(OO)=[O:43])C=1. The catalyst is ClCCl. The product is [Br:1][C:2]1[CH:7]=[C:6]([C:8]([F:17])([C:13]([F:15])([F:14])[F:16])[C:9]([Br:12])([F:10])[F:11])[CH:5]=[C:4]([O:18][CH:19]([F:20])[F:21])[C:3]=1[NH:22][C:23]([C:25]1[CH:26]=[C:27]2[C:32](=[CH:33][CH:34]=1)[N+:31]([O-:43])=[CH:30][CH:29]=[CH:28]2)=[O:24]. The yield is 0.980. (4) The reactants are [Br:1][C:2]1[CH:3]=[C:4]([CH2:14][N:15]2[C:19]([CH3:20])=[CH:18][C:17]([C:21]([O:23]CC)=[O:22])=[N:16]2)[C:5]2[O:9][C:8]([CH:10]([CH3:12])[CH3:11])=[CH:7][C:6]=2[CH:13]=1.[OH-].[Na+]. The catalyst is C(O)C. The product is [Br:1][C:2]1[CH:3]=[C:4]([CH2:14][N:15]2[C:19]([CH3:20])=[CH:18][C:17]([C:21]([OH:23])=[O:22])=[N:16]2)[C:5]2[O:9][C:8]([CH:10]([CH3:11])[CH3:12])=[CH:7][C:6]=2[CH:13]=1. The yield is 0.940.